Dataset: Blood-brain barrier permeability classification from the B3DB database. Task: Regression/Classification. Given a drug SMILES string, predict its absorption, distribution, metabolism, or excretion properties. Task type varies by dataset: regression for continuous measurements (e.g., permeability, clearance, half-life) or binary classification for categorical outcomes (e.g., BBB penetration, CYP inhibition). Dataset: b3db_classification. (1) The drug is NC[C@@H]1O[C@H](O[C@@H]2[C@@H](CO)O[C@@H](O[C@@H]3[C@@H](O)[C@H](N)C[C@H](N)[C@H]3O[C@H]3O[C@H](CN)[C@@H](O)[C@H](O)[C@H]3N)[C@@H]2O)[C@H](N)[C@@H](O)[C@@H]1O. The result is 0 (does not penetrate BBB). (2) The drug is Clc1ccc(Nc2nnc(Cc3ccncc3)c3ccccc23)cc1. The result is 1 (penetrates BBB). (3) The molecule is Cc1ccc(S(=O)(=O)CCN2C(=O)CN=C(c3ccccc3Cl)c3cc(Cl)ccc32)cc1. The result is 1 (penetrates BBB). (4) The drug is CC(C)CN(CC(OP(=O)(O)O)C(Cc1ccccc1)NC(=O)OC1CCOC1)S(=O)(=O)c1ccc(N)cc1. The result is 0 (does not penetrate BBB). (5) The molecule is CCN(CC)CCNC(=O)c1c(C)[nH]c(/C=C2\C(=O)Nc3ccc(F)cc32)c1C. The result is 1 (penetrates BBB). (6) The result is 0 (does not penetrate BBB). The molecule is NCC(CC(=O)O)c1ccc(Cl)cc1.